This data is from Catalyst prediction with 721,799 reactions and 888 catalyst types from USPTO. The task is: Predict which catalyst facilitates the given reaction. (1) Reactant: [Br:1][C:2]1[CH:3]=[C:4]([CH2:20][OH:21])[CH:5]=[CH:6][C:7]=1[NH:8][CH2:9][CH2:10][CH2:11][CH2:12][CH2:13][C:14]1[CH:19]=[CH:18][CH:17]=[CH:16][CH:15]=1.C1C=C[NH+]=CC=1.[O-][Cr](Cl)(=O)=O. Product: [Br:1][C:2]1[CH:3]=[C:4]([CH:5]=[CH:6][C:7]=1[NH:8][CH2:9][CH2:10][CH2:11][CH2:12][CH2:13][C:14]1[CH:15]=[CH:16][CH:17]=[CH:18][CH:19]=1)[CH:20]=[O:21]. The catalyst class is: 4. (2) Reactant: [Br:1][C:2]1[CH:3]=[C:4]([CH:29]=[CH:30][C:31]=1[CH3:32])[CH2:5][C@@H:6]([C:25]([O:27]C)=[O:26])[NH:7][C:8]([C@H:10]1[CH2:15][CH2:14][C@H:13]([CH2:16][NH:17][C:18]([O:20][C:21]([CH3:24])([CH3:23])[CH3:22])=[O:19])[CH2:12][CH2:11]1)=[O:9].[OH-].[Na+]. Product: [Br:1][C:2]1[CH:3]=[C:4]([CH:29]=[CH:30][C:31]=1[CH3:32])[CH2:5][C@@H:6]([C:25]([OH:27])=[O:26])[NH:7][C:8]([C@H:10]1[CH2:11][CH2:12][C@H:13]([CH2:16][NH:17][C:18]([O:20][C:21]([CH3:22])([CH3:23])[CH3:24])=[O:19])[CH2:14][CH2:15]1)=[O:9]. The catalyst class is: 7.